This data is from Forward reaction prediction with 1.9M reactions from USPTO patents (1976-2016). The task is: Predict the product of the given reaction. (1) Given the reactants C[O:2][C:3]([C:5]1([CH2:11][CH2:12][NH:13][C:14]2[C:15]([CH3:31])=[N:16][C:17]([N:20]3[CH2:24][CH2:23][C@@H:22]([N:25]4[CH2:29][CH2:28][CH2:27][C@@H:26]4[CH3:30])[CH2:21]3)=[CH:18][CH:19]=2)[CH2:10][CH2:9][O:8][CH2:7][CH2:6]1)=O.CC(C)([O-])C.[K+], predict the reaction product. The product is: [CH3:31][C:15]1[C:14]([N:13]2[CH2:12][CH2:11][C:5]3([CH2:6][CH2:7][O:8][CH2:9][CH2:10]3)[C:3]2=[O:2])=[CH:19][CH:18]=[C:17]([N:20]2[CH2:24][CH2:23][C@@H:22]([N:25]3[CH2:29][CH2:28][CH2:27][C@@H:26]3[CH3:30])[CH2:21]2)[N:16]=1. (2) Given the reactants [Cl:1][C:2]1[CH:11]=[C:10]2[C:5]([C:6](=[O:22])[NH:7][C:8]([N:12]3[CH:16]=[C:15]([C:17]([O:19]CC)=[O:18])[CH:14]=[N:13]3)=[N:9]2)=[CH:4][C:3]=1[N:23]1[CH2:32][CH2:31][C:30]2[C:25](=[CH:26][CH:27]=[CH:28][CH:29]=2)[CH2:24]1.[Li+].[OH-], predict the reaction product. The product is: [Cl:1][C:2]1[CH:11]=[C:10]2[C:5]([C:6](=[O:22])[NH:7][C:8]([N:12]3[CH:16]=[C:15]([C:17]([OH:19])=[O:18])[CH:14]=[N:13]3)=[N:9]2)=[CH:4][C:3]=1[N:23]1[CH2:32][CH2:31][C:30]2[C:25](=[CH:26][CH:27]=[CH:28][CH:29]=2)[CH2:24]1.